From a dataset of Reaction yield outcomes from USPTO patents with 853,638 reactions. Predict the reaction yield, written as a fraction of the theoretical maximum amount of product (1.0 means a 100% yield; for example, 0.34 means a 34% yield). (1) The reactants are [CH3:1][O:2][C:3](=[O:26])[CH:4]([C:18]1[CH:23]=[CH:22][C:21]([Cl:24])=[C:20]([Cl:25])[CH:19]=1)[CH2:5][CH:6]1[CH2:10][CH2:9][CH2:8][CH:7]1[O:11]C1CCCCO1.C1(C)C=CC(S([O-])(=O)=O)=CC=1.[NH+]1C=CC=CC=1. The catalyst is C(O)C. The product is [CH3:1][O:2][C:3](=[O:26])[CH:4]([C:18]1[CH:23]=[CH:22][C:21]([Cl:24])=[C:20]([Cl:25])[CH:19]=1)[CH2:5][CH:6]1[CH2:10][CH2:9][CH2:8][CH:7]1[OH:11]. The yield is 1.00. (2) The reactants are [NH2:1][C:2]1[C:7]([CH3:8])=[CH:6][CH:5]=[CH:4][C:3]=1[OH:9].[C:10](N1C=CN=C1)(N1C=CN=C1)=[O:11]. The yield is 0.990. The product is [CH3:8][C:7]1[C:2]2[NH:1][C:10](=[O:11])[O:9][C:3]=2[CH:4]=[CH:5][CH:6]=1. The catalyst is C(#N)C. (3) The reactants are [F:1][C:2]1[CH:3]=[C:4]([CH:7]=[CH:8][C:9]=1[O:10][CH2:11][C:12]1[CH:17]=[CH:16][C:15]([F:18])=[CH:14][N:13]=1)[CH:5]=O.[N+:19]([CH3:22])([O-:21])=[O:20].C([O-])(=O)C.[NH4+].[BH4-].[Na+]. The catalyst is O.C(O)(=O)C.CS(C)=O.C(OCC)(=O)C. The product is [F:18][C:15]1[CH:16]=[CH:17][C:12]([CH2:11][O:10][C:9]2[CH:8]=[CH:7][C:4]([CH2:5][CH2:22][N+:19]([O-:21])=[O:20])=[CH:3][C:2]=2[F:1])=[N:13][CH:14]=1. The yield is 0.460.